This data is from NCI-60 drug combinations with 297,098 pairs across 59 cell lines. The task is: Regression. Given two drug SMILES strings and cell line genomic features, predict the synergy score measuring deviation from expected non-interaction effect. (1) Drug 1: CCN(CC)CCNC(=O)C1=C(NC(=C1C)C=C2C3=C(C=CC(=C3)F)NC2=O)C. Drug 2: C1=CC=C(C(=C1)C(C2=CC=C(C=C2)Cl)C(Cl)Cl)Cl. Cell line: OVCAR3. Synergy scores: CSS=4.09, Synergy_ZIP=-1.44, Synergy_Bliss=-1.99, Synergy_Loewe=-5.08, Synergy_HSA=-2.67. (2) Drug 1: COC1=CC(=CC(=C1O)OC)C2C3C(COC3=O)C(C4=CC5=C(C=C24)OCO5)OC6C(C(C7C(O6)COC(O7)C8=CC=CS8)O)O. Drug 2: CN(C(=O)NC(C=O)C(C(C(CO)O)O)O)N=O. Cell line: UACC62. Synergy scores: CSS=33.0, Synergy_ZIP=-11.8, Synergy_Bliss=-6.27, Synergy_Loewe=-11.7, Synergy_HSA=-3.23.